Predict the reactants needed to synthesize the given product. From a dataset of Full USPTO retrosynthesis dataset with 1.9M reactions from patents (1976-2016). (1) Given the product [Br:1][C:2]1[CH:7]=[CH:6][C:5]([CH2:8][CH:9]([N:19]2[CH:12]3[CH2:18][CH2:17][CH:16]2[CH2:15][O:14][CH2:13]3)[CH3:10])=[CH:4][CH:3]=1, predict the reactants needed to synthesize it. The reactants are: [Br:1][C:2]1[CH:7]=[CH:6][C:5]([CH2:8][C:9](=O)[CH3:10])=[CH:4][CH:3]=1.[CH:12]12[NH:19][CH:16]([CH2:17][CH2:18]1)[CH2:15][O:14][CH2:13]2.C([O-])(O)=O.[Na+].C(Cl)(Cl)Cl. (2) Given the product [OH:2][CH2:1][CH2:3][NH:4][CH2:16][C:17]([NH:19][C:20]1[CH:29]=[C:28]2[C:23]([CH:24]=[C:25]([C:31]3[CH:36]=[CH:35][CH:34]=[CH:33][C:32]=3[C:37]([F:40])([F:38])[F:39])[NH:26][C:27]2=[O:30])=[CH:22][CH:21]=1)=[O:18], predict the reactants needed to synthesize it. The reactants are: [CH2:1]([CH2:3][NH2:4])[OH:2].C(N(CC)CC)C.C(O)C.Cl[CH2:16][C:17]([NH:19][C:20]1[CH:29]=[C:28]2[C:23]([CH:24]=[C:25]([C:31]3[CH:36]=[CH:35][CH:34]=[CH:33][C:32]=3[C:37]([F:40])([F:39])[F:38])[NH:26][C:27]2=[O:30])=[CH:22][CH:21]=1)=[O:18]. (3) Given the product [CH2:18]([O:17][C:14]1[CH:15]=[CH:16][C:11](/[CH:10]=[C:7]2/[C:8](=[O:9])[N:4]([CH2:3][CH2:2][NH:1][C:21](=[O:22])[O:23][CH2:24][CH:25]3[C:37]4[CH:36]=[CH:35][CH:34]=[CH:33][C:32]=4[C:31]4[C:26]3=[CH:27][CH:28]=[CH:29][CH:30]=4)[C:5](=[O:20])[S:6]/2)=[CH:12][CH:13]=1)[CH3:19], predict the reactants needed to synthesize it. The reactants are: [NH2:1][CH2:2][CH2:3][N:4]1[C:8](=[O:9])/[C:7](=[CH:10]/[C:11]2[CH:16]=[CH:15][C:14]([O:17][CH2:18][CH3:19])=[CH:13][CH:12]=2)/[S:6][C:5]1=[O:20].[C:21](Cl)([O:23][CH2:24][CH:25]1[C:37]2[C:32](=[CH:33][CH:34]=[CH:35][CH:36]=2)[C:31]2[C:26]1=[CH:27][CH:28]=[CH:29][CH:30]=2)=[O:22].CCN(C(C)C)C(C)C.C(OC1C=CC(/C=C2/C(=O)N(CCNC(=O)C)C(=O)S/2)=CC=1)C. (4) Given the product [CH2:18]([O:20][C:21]([C@:23]1([NH:36][C:37]([O:39][C:40]([CH3:42])([CH3:41])[CH3:43])=[O:38])[C@H:28]([NH:29][C:11](=[O:12])[C:10]2[CH:14]=[CH:15][C:16]([Cl:17])=[C:8]([Cl:7])[CH:9]=2)[CH2:27][C@@H:26]2[C@H:24]1[C@@:25]2([F:35])[C:30]([O:32][CH2:33][CH3:34])=[O:31])=[O:22])[CH3:19], predict the reactants needed to synthesize it. The reactants are: N1C=CC=CC=1.[Cl:7][C:8]1[CH:9]=[C:10]([CH:14]=[CH:15][C:16]=1[Cl:17])[C:11](Cl)=[O:12].[CH2:18]([O:20][C:21]([C@:23]1([NH:36][C:37]([O:39][C:40]([CH3:43])([CH3:42])[CH3:41])=[O:38])[C@H:28]([NH2:29])[CH2:27][C@@H:26]2[C@H:24]1[C@@:25]2([F:35])[C:30]([O:32][CH2:33][CH3:34])=[O:31])=[O:22])[CH3:19]. (5) Given the product [Cl:27][CH:28]=[C:29]([O:30][Si:2]([CH3:9])([CH3:8])[CH3:1])[N:22]=[CH:20][C:12]([CH3:11])=[CH2:13], predict the reactants needed to synthesize it. The reactants are: [CH3:1][Si:2]([CH3:9])([CH3:8])N[Si:2]([CH3:9])([CH3:8])[CH3:1].C([Li])[CH2:11][CH2:12][CH3:13].C[Si](Cl)(C)C.[CH2:20]([N:22](CC)CC)C.[Cl:27][CH2:28][C:29](Cl)=[O:30]. (6) Given the product [F:1][C:2]1[CH:3]=[C:4]2[C:8](=[CH:9][CH:10]=1)[N:7]([CH2:32][C@H:31]1[CH2:30][CH2:35][CH2:34][O:33]1)[C:6](=[O:11])[C:5]12[CH2:15][O:14][C:13]2[CH:16]=[C:17]3[C:21](=[CH:22][C:12]1=2)[CH2:20][CH2:19][O:18]3, predict the reactants needed to synthesize it. The reactants are: [F:1][C:2]1[CH:3]=[C:4]2[C:8](=[CH:9][CH:10]=1)[NH:7][C:6](=[O:11])[C:5]12[CH2:15][O:14][C:13]2[CH:16]=[C:17]3[C:21](=[CH:22][C:12]1=2)[CH2:20][CH2:19][O:18]3.CC1C2C=[C:30]3[C:35]4(C5C(=CC=CC=5)NC4=O)[CH2:34][O:33][C:31]3=[CH:32]C=2ON=1.CC1C=CC(S(OC[C@H]2CCCO2)(=O)=O)=CC=1.BrCC1OC(C(F)(F)F)=CC=1.